From a dataset of In vitro SARS-CoV-2 activity screen of 1,480 approved drugs from Prestwick library. Binary Classification. Given a drug SMILES string, predict its activity (active/inactive) in a high-throughput screening assay against a specified biological target. (1) The molecule is NC(=O)c1ncn([C@@H]2O[C@H](CO)[C@@H](O)[C@H]2O)c1O. The result is 0 (inactive). (2) The compound is CCOC(=O)C1=C(C)NC(C)=C(C(=O)OC)C1c1cccc(Cl)c1Cl. The result is 0 (inactive). (3) The result is 0 (inactive). The drug is O=C(NC1CCN(CCCCC2(C(=O)NCC(F)(F)F)c3ccccc3-c3ccccc32)CC1)c1ccccc1-c1ccc(C(F)(F)F)cc1. (4) The molecule is CC/C(=C(/CC)c1ccc(O)cc1)c1ccc(O)cc1. The result is 0 (inactive). (5) The molecule is Cl.NCc1ccc(S(N)(=O)=O)cc1. The result is 0 (inactive). (6) The molecule is CCN(CC)C(C)CN1c2ccccc2Sc2ccccc21.Cl. The result is 0 (inactive).